Task: Predict the reaction yield, written as a fraction of the theoretical maximum amount of product (1.0 means a 100% yield; for example, 0.34 means a 34% yield).. Dataset: Reaction yield outcomes from USPTO patents with 853,638 reactions (1) The reactants are [CH2:1]([O:8][N:9]1[CH2:15][CH:14]=[CH:13][CH2:12][C@@H:11]([NH:16][S:17]([C:20]2[S:21][C:22](Br)=[CH:23][CH:24]=2)(=[O:19])=[O:18])[C:10]1=[O:26])[C:2]1[CH:7]=[CH:6][CH:5]=[CH:4][CH:3]=1.[CH3:27][O:28][C:29]1[CH:34]=[CH:33][C:32](B(O)O)=[CH:31][CH:30]=1.C(=O)([O-])[O-].[K+].[K+]. The catalyst is C1COCC1.C1C=CC([P]([Pd]([P](C2C=CC=CC=2)(C2C=CC=CC=2)C2C=CC=CC=2)([P](C2C=CC=CC=2)(C2C=CC=CC=2)C2C=CC=CC=2)[P](C2C=CC=CC=2)(C2C=CC=CC=2)C2C=CC=CC=2)(C2C=CC=CC=2)C2C=CC=CC=2)=CC=1. The product is [CH2:1]([O:8][N:9]1[CH2:15][CH:14]=[CH:13][CH2:12][C@@H:11]([NH:16][S:17]([C:20]2[S:21][C:22]([C:32]3[CH:33]=[CH:34][C:29]([O:28][CH3:27])=[CH:30][CH:31]=3)=[CH:23][CH:24]=2)(=[O:19])=[O:18])[C:10]1=[O:26])[C:2]1[CH:7]=[CH:6][CH:5]=[CH:4][CH:3]=1. The yield is 0.510. (2) The reactants are [C:1]([SiH2:5][O:6][C:7]([CH3:18])([CH3:17])[C:8]1[CH:9]=[C:10]([CH:13]=[CH:14][C:15]=1[Cl:16])[CH:11]=O)([CH3:4])([CH3:3])[CH3:2].C([O-])(O)=O.[Na+].[NH2:24][OH:25].Cl.CC(O)=O. The catalyst is CC#N.CCCC[N+](CCCC)(CCCC)CCCC.[Cl-].O. The product is [C:1]([SiH2:5][O:6][C:7]([CH3:18])([CH3:17])[C:8]1[CH:9]=[C:10]([CH:13]=[CH:14][C:15]=1[Cl:16])[CH:11]=[N:24][OH:25])([CH3:4])([CH3:3])[CH3:2]. The yield is 0.980. (3) The reactants are Cl[C:2](Cl)([O:4]C(=O)OC(Cl)(Cl)Cl)Cl.[F:13][C:14]([F:22])([F:21])[CH:15]([OH:20])[C:16]([F:19])([F:18])[F:17].C(N(C(C)C)C(C)C)C.[CH3:32][C@@H:33]1[NH:38][CH2:37][CH2:36][N:35]([CH2:39][C:40]2[CH:45]=[CH:44][C:43]([N:46]3[CH2:51][CH2:50][O:49][CH2:48][CH2:47]3)=[CH:42][C:41]=2[C:52]([F:55])([F:54])[F:53])[CH2:34]1. The catalyst is CN(C)C1C=CN=CC=1.O.ClCCl. The product is [CH3:32][C@H:33]1[CH2:34][N:35]([CH2:39][C:40]2[CH:45]=[CH:44][C:43]([N:46]3[CH2:51][CH2:50][O:49][CH2:48][CH2:47]3)=[CH:42][C:41]=2[C:52]([F:55])([F:53])[F:54])[CH2:36][CH2:37][N:38]1[C:2]([O:20][CH:15]([C:16]([F:19])([F:18])[F:17])[C:14]([F:22])([F:21])[F:13])=[O:4]. The yield is 0.730.